This data is from Reaction yield outcomes from USPTO patents with 853,638 reactions. The task is: Predict the reaction yield, written as a fraction of the theoretical maximum amount of product (1.0 means a 100% yield; for example, 0.34 means a 34% yield). (1) The reactants are [CH3:1][O:2][C:3]([O:9][CH3:10])([CH3:8])[C:4](=[N:6][OH:7])[CH3:5].C([Li])CCC.[CH3:16][Si:17]([CH3:31])([CH3:30])[C:18]#[C:19][CH2:20][O:21][C:22]1[CH:29]=[CH:28][CH:27]=[CH:26][C:23]=1[CH:24]=[O:25].[Cl-].[NH4+]. The catalyst is O1CCCC1. The product is [OH:25][CH:24]([C:23]1[CH:26]=[CH:27][CH:28]=[CH:29][C:22]=1[O:21][CH2:20][C:19]#[C:18][Si:17]([CH3:16])([CH3:31])[CH3:30])[CH2:5][C:4](=[N:6][OH:7])[C:3]([O:9][CH3:10])([O:2][CH3:1])[CH3:8]. The yield is 0.690. (2) The reactants are [NH2:1][C:2]1[CH:10]=[CH:9][CH:8]=[C:7]2[C:3]=1[CH2:4][CH2:5][CH:6]2[N:11]1[CH2:16][CH2:15][N:14]([C:17]([O:19][CH3:20])=[O:18])[CH2:13][CH2:12]1.C(N(CC)CC)C.[CH3:28][C:29]1[CH:34]=[CH:33][C:32]([N:35]=[C:36]=[O:37])=[CH:31][N:30]=1. The catalyst is C(Cl)Cl. The yield is 0.510. The product is [CH3:28][C:29]1[N:30]=[CH:31][C:32]([NH:35][C:36](=[O:37])[NH:1][C:2]2[CH:10]=[CH:9][CH:8]=[C:7]3[C:3]=2[CH2:4][CH2:5][CH:6]3[N:11]2[CH2:12][CH2:13][N:14]([C:17]([O:19][CH3:20])=[O:18])[CH2:15][CH2:16]2)=[CH:33][CH:34]=1. (3) The reactants are [CH:1]1[C:10]2[C:5](=[CH:6][CH:7]=[CH:8][CH:9]=2)[CH:4]=[CH:3][C:2]=1[C:11](Cl)=[O:12].[NH3:14]. The catalyst is O1CCCC1. The product is [C:11]([C:2]1[CH:3]=[CH:4][C:5]2[C:10](=[CH:9][CH:8]=[CH:7][CH:6]=2)[CH:1]=1)(=[O:12])[NH2:14]. The yield is 0.520. (4) The reactants are [NH2:1][CH2:2][C:3]1[N:4]=[CH:5][C:6]([CH2:9][N:10]2[C:15]([CH3:16])=[CH:14][C:13]([O:17][CH2:18][C:19]3[CH:24]=[CH:23][C:22]([F:25])=[CH:21][C:20]=3[F:26])=[C:12]([Br:27])[C:11]2=[O:28])=[N:7][CH:8]=1.C(N(CC)C(C)C)(C)C.Cl[C:39]([O:41][CH3:42])=[O:40].CN=C=O. The catalyst is CN(C)C=O.O1CCCC1. The product is [Br:27][C:12]1[C:11](=[O:28])[N:10]([CH2:9][C:6]2[N:7]=[CH:8][C:3]([CH2:2][NH:1][C:39](=[O:40])[O:41][CH3:42])=[N:4][CH:5]=2)[C:15]([CH3:16])=[CH:14][C:13]=1[O:17][CH2:18][C:19]1[CH:24]=[CH:23][C:22]([F:25])=[CH:21][C:20]=1[F:26]. The yield is 0.240. (5) The reactants are [O:1]=[C:2]1[CH2:7]CC(C(O)=O)C[CH2:3]1.C1(P(C2C=CC=CC=2)C2C=CC=CC=2)C=CC=CC=1.[CH2:30]([OH:35])[C:31](C)(C)C.N([C:43]([O:45][CH2:46][CH3:47])=[O:44])=N[C:43]([O:45][CH2:46][CH3:47])=[O:44]. The catalyst is C1COCC1. The product is [CH3:31][C@@H:30]([OH:35])[CH2:47][CH2:46][O:45][C:43]([CH2:3][C@H:2]([OH:1])[CH3:7])=[O:44]. The yield is 0.650.